This data is from Full USPTO retrosynthesis dataset with 1.9M reactions from patents (1976-2016). The task is: Predict the reactants needed to synthesize the given product. (1) Given the product [CH3:11][O:18][C:19](=[O:31])[NH:20][C:21]1[CH:26]=[CH:25][C:24]([F:27])=[C:23]([CH:28]([OH:29])[C:9]2[C:5]3[C:4]([OH:10])=[N:3][CH:2]=[N:1][C:6]=3[NH:7][CH:8]=2)[C:22]=1[F:30], predict the reactants needed to synthesize it. The reactants are: [N:1]1[C:6]2[NH:7][CH:8]=[CH:9][C:5]=2[C:4]([OH:10])=[N:3][CH:2]=1.[CH2:11]([O:18][C:19](=[O:31])[NH:20][C:21]1[CH:26]=[CH:25][C:24]([F:27])=[C:23]([CH:28]=[O:29])[C:22]=1[F:30])C1C=CC=CC=1.[OH-].[K+].CO. (2) Given the product [C:51]([O:50][C:49]([NH:48][CH2:47][C@H:44]1[CH2:43][CH2:42][C@H:41]([CH2:40][NH:39][C:36]([C:34]2[C:33]3[C:28](=[CH:29][CH:30]=[CH:31][CH:32]=3)[N:27]=[C:26]([C:23]3[CH:22]=[CH:21][C:20]([CH2:19][NH:18][C:16](=[O:17])[O:15][CH2:14][CH:12]4[C:13]5[CH:1]=[CH:2][CH:3]=[CH:4][C:5]=5[C:6]5[C:11]4=[CH:10][CH:9]=[CH:8][CH:7]=5)=[CH:25][CH:24]=3)[CH:35]=2)=[O:38])[CH2:46][CH2:45]1)=[O:55])([CH3:54])([CH3:53])[CH3:52], predict the reactants needed to synthesize it. The reactants are: [CH:1]1[C:13]2[CH:12]([CH2:14][O:15][C:16]([NH:18][CH2:19][C:20]3[CH:25]=[CH:24][C:23]([C:26]4[CH:35]=[C:34]([C:36]([OH:38])=O)[C:33]5[C:28](=[CH:29][CH:30]=[CH:31][CH:32]=5)[N:27]=4)=[CH:22][CH:21]=3)=[O:17])[C:11]3[C:6](=[CH:7][CH:8]=[CH:9][CH:10]=3)[C:5]=2[CH:4]=[CH:3][CH:2]=1.[NH2:39][CH2:40][C@H:41]1[CH2:46][CH2:45][C@H:44]([CH2:47][NH:48][C:49](=[O:55])[O:50][C:51]([CH3:54])([CH3:53])[CH3:52])[CH2:43][CH2:42]1. (3) The reactants are: C[O:2][C:3]([C@@H:5]1[CH2:9][C@@H:8]([S:10]([C:13]2[CH:18]=[CH:17][CH:16]=[CH:15][C:14]=2[C:19]([F:22])([F:21])[F:20])(=[O:12])=[O:11])[CH2:7][N:6]1[C:23]1[N:24]([CH:29]2[CH2:34][CH2:33][O:32][CH2:31][CH2:30]2)[N:25]=[C:26]([CH3:28])[CH:27]=1)=[O:4].[OH-].[Li+]. Given the product [CH3:28][C:26]1[CH:27]=[C:23]([N:6]2[CH2:7][C@H:8]([S:10]([C:13]3[CH:18]=[CH:17][CH:16]=[CH:15][C:14]=3[C:19]([F:20])([F:21])[F:22])(=[O:12])=[O:11])[CH2:9][C@H:5]2[C:3]([OH:4])=[O:2])[N:24]([CH:29]2[CH2:30][CH2:31][O:32][CH2:33][CH2:34]2)[N:25]=1, predict the reactants needed to synthesize it.